Regression/Classification. Given a drug SMILES string, predict its absorption, distribution, metabolism, or excretion properties. Task type varies by dataset: regression for continuous measurements (e.g., permeability, clearance, half-life) or binary classification for categorical outcomes (e.g., BBB penetration, CYP inhibition). Dataset: cyp2c19_veith. From a dataset of CYP2C19 inhibition data for predicting drug metabolism from PubChem BioAssay. (1) The drug is S=C(Nc1ccc2c(c1)Cc1ccccc1-2)Nc1ccc2c(c1)Cc1ccccc1-2. The result is 0 (non-inhibitor). (2) The compound is CO[C@H]1COC(=O)[C@H](C)NC(=O)C/C=C\[C@@H](C)[C@@H](NS(=O)(=O)c2ccc(C)cc2)COC(=O)[C@H](OCc2ccccc2)/C=C\[C@@H]1C. The result is 0 (non-inhibitor). (3) The drug is FC(F)(F)c1ccccc1-c1cc(NCc2cccs2)ncn1. The result is 1 (inhibitor).